This data is from Full USPTO retrosynthesis dataset with 1.9M reactions from patents (1976-2016). The task is: Predict the reactants needed to synthesize the given product. (1) Given the product [OH:8][C:9]1[CH:10]=[C:11]2[C:16](=[CH:17][C:18]=1[O:19][CH3:20])[N:15]=[CH:14][CH:13]=[C:12]2[O:21][C:22]1[CH:23]=[CH:24][C:25]([NH:28][C:29](=[O:36])[C:30]2[CH:31]=[CH:32][CH:33]=[CH:34][CH:35]=2)=[CH:26][CH:27]=1, predict the reactants needed to synthesize it. The reactants are: C([O:8][C:9]1[CH:10]=[C:11]2[C:16](=[CH:17][C:18]=1[O:19][CH3:20])[N:15]=[CH:14][CH:13]=[C:12]2[O:21][C:22]1[CH:27]=[CH:26][C:25]([NH:28][C:29](=[O:36])[C:30]2[CH:35]=[CH:34][CH:33]=[CH:32][CH:31]=2)=[CH:24][CH:23]=1)C1C=CC=CC=1. (2) Given the product [Cl:1][C:2]1[C:3]([O:10][CH3:11])=[CH:4][C:5]([C:8]([OH:12])=[O:18])=[N:6][CH:7]=1, predict the reactants needed to synthesize it. The reactants are: [Cl:1][C:2]1[C:3]([O:10][CH3:11])=[CH:4][C:5]([CH:8]=C)=[N:6][CH:7]=1.[O-:12][Mn](=O)(=O)=O.[K+].[OH2:18]. (3) Given the product [CH3:1][C:2](=[CH:12][S:13][C:14]1[CH:19]=[CH:18][CH:17]=[CH:16][CH:15]=1)[C:3]([S:13][CH2:14][CH2:15][CH2:16][CH2:17][CH2:18][CH3:19])=[N:5][C:6]1[CH:11]=[CH:10][CH:9]=[CH:8][CH:7]=1, predict the reactants needed to synthesize it. The reactants are: [CH3:1]/[C:2](=[CH:12]\[S:13][C:14]1[CH:19]=[CH:18][CH:17]=[CH:16][CH:15]=1)/[C:3]([NH:5][C:6]1[CH:11]=[CH:10][CH:9]=[CH:8][CH:7]=1)=O.S(Cl)(Cl)=O.CN(C=O)C. (4) Given the product [C:1]([O:5][C:6]([C@H:7]1[CH2:11][CH2:10][CH2:9][N:8]1[C:18](=[O:20])[CH2:17]/[CH:16]=[CH:15]/[CH2:14][C:13]([N:8]1[CH2:7][CH2:11][CH2:10][C@@H:23]1[C:24]([O:5][C:1]([CH3:4])([CH3:3])[CH3:2])=[O:25])=[O:22])=[O:12])([CH3:4])([CH3:2])[CH3:3], predict the reactants needed to synthesize it. The reactants are: [C:1]([O:5][C:6](=[O:12])[C@H:7]1[CH2:11][CH2:10][CH2:9][NH:8]1)([CH3:4])([CH3:3])[CH3:2].[C:13]([OH:22])(=O)[CH2:14]/[CH:15]=[CH:16]/[CH2:17][C:18]([OH:20])=O.[CH3:23][CH2:24][OH:25]. (5) Given the product [CH3:17][C:18]1[CH:23]=[C:22]([CH3:24])[CH:21]=[C:20]([N+:25]([O-:27])=[O:26])[C:19]=1[S:28]([NH:14][CH:3]([CH2:4][C:5]1[C:13]2[C:8](=[CH:9][CH:10]=[CH:11][CH:12]=2)[NH:7][CH:6]=1)[C:2]([F:1])([F:15])[F:16])(=[O:29])=[O:30], predict the reactants needed to synthesize it. The reactants are: [F:1][C:2]([F:16])([F:15])[CH:3]([NH2:14])[CH2:4][C:5]1[C:13]2[C:8](=[CH:9][CH:10]=[CH:11][CH:12]=2)[NH:7][CH:6]=1.[CH3:17][C:18]1[CH:23]=[C:22]([CH3:24])[CH:21]=[C:20]([N+:25]([O-:27])=[O:26])[C:19]=1[S:28](Cl)(=[O:30])=[O:29]. (6) Given the product [CH3:1][O:2][C:3]([C:5]1[C:6](=[O:17])[S:7][C:8]2[C:13]([C:14]=1[OH:15])=[CH:12][CH:11]=[C:10]([C:23]1[CH:24]=[CH:25][C:20]([C:19]([F:30])([F:29])[F:18])=[CH:21][CH:22]=1)[CH:9]=2)=[O:4], predict the reactants needed to synthesize it. The reactants are: [CH3:1][O:2][C:3]([C:5]1[C:6](=[O:17])[S:7][C:8]2[C:13]([C:14]=1[OH:15])=[CH:12][CH:11]=[C:10](Br)[CH:9]=2)=[O:4].[F:18][C:19]([F:30])([F:29])[C:20]1[CH:25]=[CH:24][C:23](B(O)O)=[CH:22][CH:21]=1. (7) Given the product [F:1][C:2]1[C:7]([O:8][CH:21]2[CH2:22][CH2:23][CH2:24][CH2:25][O:20]2)=[CH:6][CH:5]=[C:4]([OH:9])[C:3]=1[C:10](=[O:19])[CH2:11][C:12]1[CH:17]=[CH:16][C:15]([F:18])=[CH:14][CH:13]=1, predict the reactants needed to synthesize it. The reactants are: [F:1][C:2]1[C:7]([OH:8])=[CH:6][CH:5]=[C:4]([OH:9])[C:3]=1[C:10](=[O:19])[CH2:11][C:12]1[CH:17]=[CH:16][C:15]([F:18])=[CH:14][CH:13]=1.[O:20]1[CH:25]=[CH:24][CH2:23][CH2:22][CH2:21]1.CC1C=CC(S([O-])(=O)=O)=CC=1.C1C=C[NH+]=CC=1. (8) Given the product [CH3:23][O:24][C:25]1[N:30]=[CH:29][C:28]([C:31]2[C:39]3[C:34](=[CH:35][CH:36]=[CH:37][CH:38]=3)[N:33]([CH2:21][C:17]3[CH:16]=[C:15]([C:12]4[CH:13]=[CH:14][C:9]([O:8][CH2:7][C:1]5[CH:6]=[CH:5][CH:4]=[CH:3][CH:2]=5)=[CH:10][CH:11]=4)[CH:20]=[CH:19][CH:18]=3)[C:32]=2[C:40]([O:42][CH2:43][CH3:44])=[O:41])=[CH:27][CH:26]=1, predict the reactants needed to synthesize it. The reactants are: [C:1]1([CH2:7][O:8][C:9]2[CH:14]=[CH:13][C:12]([C:15]3[CH:20]=[CH:19][CH:18]=[C:17]([CH2:21]Cl)[CH:16]=3)=[CH:11][CH:10]=2)[CH:6]=[CH:5][CH:4]=[CH:3][CH:2]=1.[CH3:23][O:24][C:25]1[N:30]=[CH:29][C:28]([C:31]2[C:39]3[C:34](=[CH:35][CH:36]=[CH:37][CH:38]=3)[NH:33][C:32]=2[C:40]([O:42][CH2:43][CH3:44])=[O:41])=[CH:27][CH:26]=1.C([O-])([O-])=O.[K+].[K+].CCOC(C)=O. (9) Given the product [C:19]1([S:25][CH2:26][C:27]2[O:16][N:15]=[C:13]([CH2:12][N:3]3[C:2](=[O:1])[C:10]4[C:5](=[CH:6][CH:7]=[CH:8][CH:9]=4)[C:4]3=[O:11])[N:14]=2)[CH:24]=[CH:23][CH:22]=[CH:21][CH:20]=1, predict the reactants needed to synthesize it. The reactants are: [O:1]=[C:2]1[C:10]2[C:5](=[CH:6][CH:7]=[CH:8][CH:9]=2)[C:4](=[O:11])[N:3]1[CH2:12][C:13]([NH:15][OH:16])=[NH:14].[O-2].[Mg+2].[C:19]1([S:25][CH2:26][C:27](Cl)=O)[CH:24]=[CH:23][CH:22]=[CH:21][CH:20]=1. (10) Given the product [NH:8]1[CH2:11][CH:10]([CH2:12][N:13]2[CH:17]=[C:16]([C:18]3[CH:19]=[N:20][C:21]4[C:26]([CH:27]=3)=[CH:25][C:24]([CH2:28][C:29]3[N:33]5[N:34]=[C:35]([CH3:38])[CH:36]=[CH:37][C:32]5=[N:31][N:30]=3)=[CH:23][CH:22]=4)[CH:15]=[N:14]2)[CH2:9]1, predict the reactants needed to synthesize it. The reactants are: C(OC([N:8]1[CH2:11][CH:10]([CH2:12][N:13]2[CH:17]=[C:16]([C:18]3[CH:19]=[N:20][C:21]4[C:26]([CH:27]=3)=[CH:25][C:24]([CH2:28][C:29]3[N:33]5[N:34]=[C:35]([CH3:38])[CH:36]=[CH:37][C:32]5=[N:31][N:30]=3)=[CH:23][CH:22]=4)[CH:15]=[N:14]2)[CH2:9]1)=O)(C)(C)C.C(O)(C(F)(F)F)=O.